From a dataset of Reaction yield outcomes from USPTO patents with 853,638 reactions. Predict the reaction yield, written as a fraction of the theoretical maximum amount of product (1.0 means a 100% yield; for example, 0.34 means a 34% yield). (1) The reactants are ClC(Cl)C(O)=O.N[C:8]1[N:9]([C:28]2[C:37]3[C:32](=[CH:33][CH:34]=[C:35]([O:38][CH3:39])[CH:36]=3)[C:31]([CH:40]3[CH2:42][CH2:41]3)=[CH:30][CH:29]=2)[C:10]([S:13][CH2:14][C:15]([NH:17][C:18]2[CH:26]=[CH:25][C:21]([C:22]([OH:24])=[O:23])=[CH:20][C:19]=2[Cl:27])=[O:16])=[N:11][N:12]=1.N([O-])=O.[Na+].[Br:47]CBr. The catalyst is [Br-].C([N+](CC)(CC)CC)C1C=CC=CC=1. The product is [Br:47][C:8]1[N:9]([C:28]2[C:37]3[C:32](=[CH:33][CH:34]=[C:35]([O:38][CH3:39])[CH:36]=3)[C:31]([CH:40]3[CH2:42][CH2:41]3)=[CH:30][CH:29]=2)[C:10]([S:13][CH2:14][C:15]([NH:17][C:18]2[CH:26]=[CH:25][C:21]([C:22]([OH:24])=[O:23])=[CH:20][C:19]=2[Cl:27])=[O:16])=[N:11][N:12]=1. The yield is 0.400. (2) The reactants are FC1C=CC(C[N:7]2C(=O)N(C3SC(C(O)=O)=C(C)N=3)C=N2)=CC=1.[CH:24]1([CH2:27][N:28]2[CH2:32][CH2:31][N:30]([C:33]3[S:34][C:35]([C:39](O)=[O:40])=[C:36]([CH3:38])[N:37]=3)[C:29]2=[O:42])[CH2:26][CH2:25]1. No catalyst specified. The product is [CH:24]1([CH2:27][N:28]2[CH2:32][CH2:31][N:30]([C:33]3[S:34][C:35]([C:39]([NH2:7])=[O:40])=[C:36]([CH3:38])[N:37]=3)[C:29]2=[O:42])[CH2:26][CH2:25]1. The yield is 0.0500. (3) The reactants are [Cl:1][C:2]1[CH:7]=[C:6](Cl)[N:5]=[N:4][C:3]=1[O:9][C:10]1[CH:15]=[CH:14][CH:13]=[CH:12][C:11]=1[CH3:16].C(O)(=[O:19])C.C([O-])(=O)C.[K+]. The catalyst is O. The product is [Cl:1][C:2]1[CH:7]=[C:6]([OH:19])[N:5]=[N:4][C:3]=1[O:9][C:10]1[CH:15]=[CH:14][CH:13]=[CH:12][C:11]=1[CH3:16]. The yield is 0.859. (4) The reactants are [N+:1]([C:4]1[CH:14]=[CH:13][C:7]([CH:8]=[CH:9][C:10]([OH:12])=[O:11])=[C:6]([F:15])[CH:5]=1)([O-])=O.C(O)C.[H][H]. The catalyst is C(OCC)(=O)C.[Pd]. The product is [NH2:1][C:4]1[CH:14]=[CH:13][C:7]([CH2:8][CH2:9][C:10]([OH:12])=[O:11])=[C:6]([F:15])[CH:5]=1. The yield is 0.812.